From a dataset of NCI-60 drug combinations with 297,098 pairs across 59 cell lines. Regression. Given two drug SMILES strings and cell line genomic features, predict the synergy score measuring deviation from expected non-interaction effect. (1) Drug 1: CCCS(=O)(=O)NC1=C(C(=C(C=C1)F)C(=O)C2=CNC3=C2C=C(C=N3)C4=CC=C(C=C4)Cl)F. Drug 2: C1CNP(=O)(OC1)N(CCCl)CCCl. Cell line: OVCAR3. Synergy scores: CSS=-9.73, Synergy_ZIP=4.28, Synergy_Bliss=1.28, Synergy_Loewe=-9.85, Synergy_HSA=-7.10. (2) Drug 1: CC1C(C(CC(O1)OC2CC(CC3=C2C(=C4C(=C3O)C(=O)C5=C(C4=O)C(=CC=C5)OC)O)(C(=O)C)O)N)O.Cl. Drug 2: C1CCC(C(C1)N)N.C(=O)(C(=O)[O-])[O-].[Pt+4]. Cell line: T-47D. Synergy scores: CSS=12.8, Synergy_ZIP=-7.10, Synergy_Bliss=-2.96, Synergy_Loewe=-2.60, Synergy_HSA=-2.13.